The task is: Predict the product of the given reaction.. This data is from Forward reaction prediction with 1.9M reactions from USPTO patents (1976-2016). (1) Given the reactants [Cl:1][C:2]1[CH:3]=[C:4]([CH:12]=[CH:13][C:14]=1[Cl:15])[CH2:5][N:6]1[CH2:9][CH:8]([C:10]#[N:11])[CH2:7]1.[H-].[Al+3].[Li+].[H-].[H-].[H-], predict the reaction product. The product is: [Cl:1][C:2]1[CH:3]=[C:4]([CH:12]=[CH:13][C:14]=1[Cl:15])[CH2:5][N:6]1[CH2:9][CH:8]([CH2:10][NH2:11])[CH2:7]1. (2) Given the reactants [C:1]([C:3]1[CH:4]=[C:5]([CH2:9][CH2:10][C:11]([O:13][C:14]([CH3:17])([CH3:16])[CH3:15])=[O:12])[CH:6]=[CH:7][CH:8]=1)#[N:2].[C:18](OC)(=[O:26])[C:19]1[C:20](=[CH:22][CH:23]=[CH:24][CH:25]=1)[SH:21].C(N(CC)CC)C, predict the reaction product. The product is: [O:26]=[C:18]1[C:19]2[CH:25]=[CH:24][CH:23]=[CH:22][C:20]=2[S:21][C:1]([C:3]2[CH:4]=[C:5]([CH2:9][CH2:10][C:11]([O:13][C:14]([CH3:17])([CH3:16])[CH3:15])=[O:12])[CH:6]=[CH:7][CH:8]=2)=[N:2]1.